The task is: Predict the reaction yield, written as a fraction of the theoretical maximum amount of product (1.0 means a 100% yield; for example, 0.34 means a 34% yield).. This data is from Reaction yield outcomes from USPTO patents with 853,638 reactions. The reactants are CS(C1C=CC2C3N=CC(C4N(C)N=NC=4C)=CC=3N([C@@H:14]([CH:21]3[CH2:26][CH2:25][O:24][CH2:23][CH2:22]3)[C:15]3[CH:20]=[CH:19][CH:18]=[CH:17][CH:16]=3)C=2C=1)(=O)=O.[Br:38][C:39]1[CH:51]=[N:50][C:49]2[C:48]3[C:47]([O:52][CH3:53])=[CH:46][CH:45]=[C:44]([S:54]([CH3:57])(=[O:56])=[O:55])[C:43]=3[NH:42][C:41]=2[CH:40]=1. The yield is 0.690. No catalyst specified. The product is [Br:38][C:39]1[CH:51]=[N:50][C:49]2[C:48]3[C:47]([O:52][CH3:53])=[CH:46][CH:45]=[C:44]([S:54]([CH3:57])(=[O:56])=[O:55])[C:43]=3[N:42]([C@@H:14]([CH:21]3[CH2:26][CH2:25][O:24][CH2:23][CH2:22]3)[C:15]3[CH:20]=[CH:19][CH:18]=[CH:17][CH:16]=3)[C:41]=2[CH:40]=1.